This data is from Forward reaction prediction with 1.9M reactions from USPTO patents (1976-2016). The task is: Predict the product of the given reaction. (1) Given the reactants [C:1]([O:5][C:6](=[O:41])[NH:7][C:8]1([C:12]2[CH:17]=[CH:16][C:15]([C:18]3[C:19]([C:35]4[CH:40]=[CH:39][CH:38]=[CH:37][CH:36]=4)=[CH:20][C:21]4[NH:26]/[C:25](=[N:27]/[NH:28][C:29](=O)[CH:30]([F:32])[F:31])/[CH2:24][O:23][C:22]=4[N:34]=3)=[CH:14][CH:13]=2)[CH2:11][CH2:10][CH2:9]1)([CH3:4])([CH3:3])[CH3:2], predict the reaction product. The product is: [F:31][CH:30]([F:32])[C:29]1[N:26]2[C:21]3[CH:20]=[C:19]([C:35]4[CH:36]=[CH:37][CH:38]=[CH:39][CH:40]=4)[C:18]([C:15]4[CH:16]=[CH:17][C:12]([C:8]5([NH:7][C:6](=[O:41])[O:5][C:1]([CH3:4])([CH3:2])[CH3:3])[CH2:11][CH2:10][CH2:9]5)=[CH:13][CH:14]=4)=[N:34][C:22]=3[O:23][CH2:24][C:25]2=[N:27][N:28]=1. (2) Given the reactants F[C:2](F)(F)[C:3](O)=[O:4].[NH2:8][C:9]1[NH:13][N:12]=[C:11]([NH:14][C:15]2[CH:20]=[C:19]([C:21]([F:24])([F:23])[F:22])[C:18]([C:25]3[CH:30]=[CH:29][C:28]([O:31][CH3:32])=[C:27]([S:33]([NH:36][CH:37]4[CH2:42][CH2:41][NH:40][CH2:39][CH2:38]4)(=[O:35])=[O:34])[CH:26]=3)=[C:17]([Cl:43])[CH:16]=2)[N:10]=1.C([O-])(O)=O.[Na+].C(OC(=O)C)(=O)C, predict the reaction product. The product is: [C:3]([N:40]1[CH2:41][CH2:42][CH:37]([NH:36][S:33]([C:27]2[CH:26]=[C:25]([C:18]3[C:17]([Cl:43])=[CH:16][C:15]([NH:14][C:11]4[N:10]=[C:9]([NH2:8])[NH:13][N:12]=4)=[CH:20][C:19]=3[C:21]([F:22])([F:24])[F:23])[CH:30]=[CH:29][C:28]=2[O:31][CH3:32])(=[O:35])=[O:34])[CH2:38][CH2:39]1)(=[O:4])[CH3:2].